This data is from Catalyst prediction with 721,799 reactions and 888 catalyst types from USPTO. The task is: Predict which catalyst facilitates the given reaction. (1) Reactant: [CH3:1][C:2]1[CH:10]=[CH:9][C:8]2[N:7]([S:11]([C:14]3[CH:20]=[CH:19][C:17]([CH3:18])=[CH:16][CH:15]=3)(=[O:13])=[O:12])[CH:6]=[CH:5][C:4]=2[C:3]=1[NH2:21].C1C(=O)N([Cl:29])C(=O)C1. Product: [Cl:29][C:9]1[C:8]2[N:7]([S:11]([C:14]3[CH:20]=[CH:19][C:17]([CH3:18])=[CH:16][CH:15]=3)(=[O:13])=[O:12])[CH:6]=[CH:5][C:4]=2[C:3]([NH2:21])=[C:2]([CH3:1])[CH:10]=1. The catalyst class is: 10. (2) Reactant: Cl.[C:2]([C:4]1[C:9]([C:10]2[CH:15]=[CH:14][CH:13]=[CH:12][C:11]=2[CH3:16])=[CH:8][C:7]([CH:17]([C:30]2[N:34]([CH3:35])[CH:33]=[N:32][CH:31]=2)[O:18][CH2:19][C:20]2[CH:29]=[CH:28][C:23]([C:24]([O:26]C)=[O:25])=[CH:22][CH:21]=2)=[CH:6][CH:5]=1)#[N:3].[Li+].[OH-].[Cl-].[NH4+]. Product: [C:2]([C:4]1[C:9]([C:10]2[CH:15]=[CH:14][CH:13]=[CH:12][C:11]=2[CH3:16])=[CH:8][C:7]([CH:17]([C:30]2[N:34]([CH3:35])[CH:33]=[N:32][CH:31]=2)[O:18][CH2:19][C:20]2[CH:21]=[CH:22][C:23]([C:24]([OH:26])=[O:25])=[CH:28][CH:29]=2)=[CH:6][CH:5]=1)#[N:3]. The catalyst class is: 20. (3) Reactant: C(OC(=O)[NH:7][C:8]1[CH:13]=[CH:12][CH:11]=[C:10]([O:14][C:15]2[CH:20]=[C:19]([F:21])[CH:18]=[C:17]([NH:22][C:23]3[CH:28]=[CH:27][C:26]([I:29])=[CH:25][C:24]=3[F:30])[C:16]=2[C:31](=[O:33])[NH2:32])[CH:9]=1)(C)(C)C.C(O)(C(F)(F)F)=O. Product: [NH2:7][C:8]1[CH:9]=[C:10]([CH:11]=[CH:12][CH:13]=1)[O:14][C:15]1[CH:20]=[C:19]([F:21])[CH:18]=[C:17]([NH:22][C:23]2[CH:28]=[CH:27][C:26]([I:29])=[CH:25][C:24]=2[F:30])[C:16]=1[C:31]([NH2:32])=[O:33]. The catalyst class is: 4. (4) Product: [Cl:47][C:48]1[CH:53]=[CH:52][C:51]([N:54]([S:55]([C:58]2[CH:63]=[CH:62][C:61]([O:64][CH3:65])=[C:60]([O:66][CH3:67])[CH:59]=2)(=[O:57])=[O:56])[C@@H:35]2[CH2:39][CH2:38][N:37]([C:40]([O:42][C:43]([CH3:46])([CH3:45])[CH3:44])=[O:41])[CH2:36]2)=[C:50]([CH2:68][C:69]2[CH:74]=[CH:73][CH:72]=[CH:71][N:70]=2)[CH:49]=1. The catalyst class is: 7. Reactant: CC(OC(/N=N/C(OC(C)C)=O)=O)C.C1(P(C2C=CC=CC=2)C2C=CC=CC=2)C=CC=CC=1.O[C@H:35]1[CH2:39][CH2:38][N:37]([C:40]([O:42][C:43]([CH3:46])([CH3:45])[CH3:44])=[O:41])[CH2:36]1.[Cl:47][C:48]1[CH:53]=[CH:52][C:51]([NH:54][S:55]([C:58]2[CH:63]=[CH:62][C:61]([O:64][CH3:65])=[C:60]([O:66][CH3:67])[CH:59]=2)(=[O:57])=[O:56])=[C:50]([CH2:68][C:69]2[CH:74]=[CH:73][CH:72]=[CH:71][N:70]=2)[CH:49]=1. (5) Reactant: [C:1]([C:5]1[CH:6]=[C:7]([C:16](=[O:22])[CH2:17][C:18]([NH:20][CH3:21])=[O:19])[CH:8]=[C:9]([C:12]([CH3:15])([CH3:14])[CH3:13])[C:10]=1[OH:11])([CH3:4])([CH3:3])[CH3:2].C1(C)C=CC=CC=1.CO[CH:32](OC)[N:33]([CH3:35])[CH3:34]. Product: [C:1]([C:5]1[CH:6]=[C:7]([CH:8]=[C:9]([C:12]([CH3:14])([CH3:15])[CH3:13])[C:10]=1[OH:11])[C:16]([C:17](=[CH:32][N:33]([CH3:35])[CH3:34])[C:18]([NH:20][CH3:21])=[O:19])=[O:22])([CH3:2])([CH3:3])[CH3:4]. The catalyst class is: 5. (6) Reactant: [CH3:1][C:2]1[CH:7]=[CH:6][N:5]=[CH:4][C:3]=1[N:8]1[CH2:12][CH2:11][NH:10][C:9]1=[O:13].Br[C:15]1[CH:22]=[CH:21][C:18]([CH:19]=[O:20])=[C:17]([F:23])[CH:16]=1.N[C@@H]1CCCC[C@H]1N.P([O-])([O-])([O-])=O.[K+].[K+].[K+]. Product: [F:23][C:17]1[CH:16]=[C:15]([N:10]2[CH2:11][CH2:12][N:8]([C:3]3[CH:4]=[N:5][CH:6]=[CH:7][C:2]=3[CH3:1])[C:9]2=[O:13])[CH:22]=[CH:21][C:18]=1[CH:19]=[O:20]. The catalyst class is: 246. (7) Reactant: [C:1]([O:5][C:6]([NH:8][C:9]1([C:14]([OH:16])=O)[CH2:13][CH2:12][CH2:11][CH2:10]1)=[O:7])([CH3:4])([CH3:3])[CH3:2].[Br:17][C:18]1[CH:24]=[CH:23][C:21]([NH2:22])=[CH:20][CH:19]=1.CCOC1N(C(OCC)=O)C2C(=CC=CC=2)C=C1.C(N(CC)CC)C. Product: [C:1]([O:5][C:6](=[O:7])[NH:8][C:9]1([C:14](=[O:16])[NH:22][C:21]2[CH:23]=[CH:24][C:18]([Br:17])=[CH:19][CH:20]=2)[CH2:10][CH2:11][CH2:12][CH2:13]1)([CH3:2])([CH3:3])[CH3:4]. The catalyst class is: 22.